This data is from Reaction yield outcomes from USPTO patents with 853,638 reactions. The task is: Predict the reaction yield, written as a fraction of the theoretical maximum amount of product (1.0 means a 100% yield; for example, 0.34 means a 34% yield). (1) The reactants are [Br:1][C:2]1[CH:7]=[CH:6][C:5]([CH2:8]O)=[CH:4][C:3]=1[F:10].P(Br)(Br)[Br:12].C([O-])([O-])=O.[Na+].[Na+]. The catalyst is C(Cl)Cl. The product is [Br:1][C:2]1[CH:7]=[CH:6][C:5]([CH2:8][Br:12])=[CH:4][C:3]=1[F:10]. The yield is 0.611. (2) The reactants are [NH2:1][C:2]1[CH:3]=[N:4][CH:5]=[CH:6][C:7]=1[C:8]1([C:11]([O:13]C)=O)[CH2:10][CH2:9]1.F[B-](F)(F)F.[H+].C(=O)(O)[O-].[Na+]. The catalyst is O. The product is [NH:1]1[C:2]2=[CH:3][N:4]=[CH:5][CH:6]=[C:7]2[C:8]2([CH2:10][CH2:9]2)[C:11]1=[O:13]. The yield is 0.250. (3) The reactants are [OH:1][C:2]1[CH:7]=[CH:6][C:5]([C:8]2[C:15]3[S:14][C:13]([NH2:16])=[N:12][C:11]=3[NH:10][N:9]=2)=[CH:4][CH:3]=1.[CH:17]1([C:20](Cl)=[O:21])[CH2:19][CH2:18]1.C(O)C(N)(CO)CO. The catalyst is CN(C1C=CN=CC=1)C.C1COCC1. The product is [OH:1][C:2]1[CH:7]=[CH:6][C:5]([C:8]2[C:15]3[S:14][C:13]([NH:16][C:20]([CH:17]4[CH2:19][CH2:18]4)=[O:21])=[N:12][C:11]=3[NH:10][N:9]=2)=[CH:4][CH:3]=1. The yield is 0.410. (4) The reactants are Br[C:2]1[O:6][C:5]([C:7]2[C:12]([F:13])=[CH:11][CH:10]=[CH:9][C:8]=2[F:14])=[N:4][C:3]=1[C:15]([NH2:17])=[O:16].CC(C)([O-])C.[Na+].[CH3:24][O:25][C:26]1[CH:31]=[CH:30][C:29]([NH2:32])=[CH:28][CH:27]=1. The catalyst is FC(F)(F)C1C=CC=CC=1.C1C=CC(/C=C/C(/C=C/C2C=CC=CC=2)=O)=CC=1.C1C=CC(/C=C/C(/C=C/C2C=CC=CC=2)=O)=CC=1.C1C=CC(/C=C/C(/C=C/C2C=CC=CC=2)=O)=CC=1.[Pd].[Pd]. The product is [F:14][C:8]1[CH:9]=[CH:10][CH:11]=[C:12]([F:13])[C:7]=1[C:5]1[O:6][C:2]([NH:32][C:29]2[CH:30]=[CH:31][C:26]([O:25][CH3:24])=[CH:27][CH:28]=2)=[C:3]([C:15]([NH2:17])=[O:16])[N:4]=1. The yield is 0.0800. (5) The reactants are [CH2:1]([O:3][C:4](=[O:18])[C:5]([C:16]#[N:17])([CH3:15])[CH2:6][CH2:7][O:8][C:9](=[O:14])[C:10]([CH3:13])([CH3:12])[CH3:11])[CH3:2].C(O)C.Cl.[H][H]. The catalyst is O1CCOCC1.[Pt](=O)=O. The product is [CH2:1]([O:3][C:4](=[O:18])[C:5]([CH2:16][NH2:17])([CH3:15])[CH2:6][CH2:7][O:8][C:9](=[O:14])[C:10]([CH3:11])([CH3:13])[CH3:12])[CH3:2]. The yield is 0.760.